From a dataset of Full USPTO retrosynthesis dataset with 1.9M reactions from patents (1976-2016). Predict the reactants needed to synthesize the given product. (1) The reactants are: [P:1]([O:13][CH:14]([CH2:24][O:25][C:26]1[CH:31]=[C:30]([Cl:32])[C:29]([C:33]2[N:37]=[C:36]([C:38]3[N:39]=[C:40]4[C:45]([Cl:46])=[CH:44][C:43]([C:47]([F:50])([F:49])[F:48])=[CH:42][N:41]4[CH:51]=3)[O:35][N:34]=2)=[CH:28][C:27]=1[Cl:52])[CH2:15][O:16][Si](C(C)(C)C)(C)C)([O:8]C(C)(C)C)([O:3]C(C)(C)C)=[O:2]. Given the product [P:1]([OH:8])([OH:3])([O:13][CH:14]([CH2:15][OH:16])[CH2:24][O:25][C:26]1[CH:31]=[C:30]([Cl:32])[C:29]([C:33]2[N:37]=[C:36]([C:38]3[N:39]=[C:40]4[C:45]([Cl:46])=[CH:44][C:43]([C:47]([F:50])([F:48])[F:49])=[CH:42][N:41]4[CH:51]=3)[O:35][N:34]=2)=[CH:28][C:27]=1[Cl:52])=[O:2], predict the reactants needed to synthesize it. (2) Given the product [CH:1]1([C:4]2[N:9]3[N:10]=[CH:11][C:12]([C:13]#[C:14][C:29]4[CH:30]=[CH:31][C:26]([NH2:25])=[N:27][CH:28]=4)=[C:8]3[N:7]=[C:6]([C:15]3[CH:16]=[CH:17][C:18]([C:21]([F:22])([F:23])[F:24])=[CH:19][CH:20]=3)[CH:5]=2)[CH2:3][CH2:2]1, predict the reactants needed to synthesize it. The reactants are: [CH:1]1([C:4]2[N:9]3[N:10]=[CH:11][C:12]([C:13]#[CH:14])=[C:8]3[N:7]=[C:6]([C:15]3[CH:20]=[CH:19][C:18]([C:21]([F:24])([F:23])[F:22])=[CH:17][CH:16]=3)[CH:5]=2)[CH2:3][CH2:2]1.[NH2:25][C:26]1[CH:31]=[CH:30][C:29](Br)=[CH:28][N:27]=1. (3) Given the product [CH3:1][N:2]1[C:6]([C:7]2[CH:8]=[N:9][N:10]3[C:27](=[O:28])[CH:26]=[C:25]([C:21]4[CH:20]=[C:19]5[C:24](=[CH:23][CH:22]=4)[N:16]([CH2:14][CH3:15])[N:17]=[CH:18]5)[NH:12][C:11]=23)=[C:5]([CH3:13])[CH:4]=[N:3]1, predict the reactants needed to synthesize it. The reactants are: [CH3:1][N:2]1[C:6]([C:7]2[CH:8]=[N:9][NH:10][C:11]=2[NH2:12])=[C:5]([CH3:13])[CH:4]=[N:3]1.[CH2:14]([N:16]1[C:24]2[C:19](=[CH:20][C:21]([C:25](=O)[CH2:26][C:27](OCC)=[O:28])=[CH:22][CH:23]=2)[CH:18]=[N:17]1)[CH3:15]. (4) Given the product [Cl:1][C:2]1[N:3]=[CH:4][N:5]([C:7]2[CH:12]=[CH:11][C:10]([NH:13][C:14]3[N:15]=[C:16]([N:30]([CH3:31])[CH3:32])[C:17]4[CH2:22][CH2:21][C@H:20]([C:23]5[CH:28]=[CH:27][C:26]([F:29])=[CH:25][CH:24]=5)[C:18]=4[N:19]=3)=[CH:9][C:8]=2[O:33][CH3:34])[CH:6]=1, predict the reactants needed to synthesize it. The reactants are: [Cl:1][C:2]1[N:3]=[CH:4][N:5]([C:7]2[CH:12]=[CH:11][C:10]([NH:13][C:14]3[N:15]=[C:16]([N:30]([CH3:32])[CH3:31])[C:17]4[CH2:22][CH2:21][CH:20]([C:23]5[CH:28]=[CH:27][C:26]([F:29])=[CH:25][CH:24]=5)[C:18]=4[N:19]=3)=[CH:9][C:8]=2[O:33][CH3:34])[CH:6]=1. (5) Given the product [CH3:37][Si:38]([C:41]#[C:42][C:2]1[N:10]=[CH:9][C:8]2[NH:7][C:6]3[N:11]=[CH:12][C:13]([C:15]4[CH:20]=[CH:19][C:18]([CH2:21][N:22]5[CH2:27][CH2:26][CH2:25][CH2:24][CH2:23]5)=[CH:17][CH:16]=4)=[CH:14][C:5]=3[C:4]=2[CH:3]=1)([CH3:40])[CH3:39], predict the reactants needed to synthesize it. The reactants are: Br[C:2]1[N:10]=[CH:9][C:8]2[NH:7][C:6]3[N:11]=[CH:12][C:13]([C:15]4[CH:20]=[CH:19][C:18]([CH2:21][N:22]5[CH2:27][CH2:26][CH2:25][CH2:24][CH2:23]5)=[CH:17][CH:16]=4)=[CH:14][C:5]=3[C:4]=2[CH:3]=1.C(N(CC)C(C)C)(C)C.[CH3:37][Si:38]([C:41]#[CH:42])([CH3:40])[CH3:39]. (6) Given the product [I-:21].[OH:11][C:7]1[CH:6]=[C:5]([C@@H:3]([N+:2]([CH3:20])([CH3:1])[C@H:12]([C:14]2[CH:19]=[CH:18][CH:17]=[CH:16][CH:15]=2)[CH3:13])[CH3:4])[CH:10]=[CH:9][CH:8]=1, predict the reactants needed to synthesize it. The reactants are: [CH3:1][N:2]([C@H:12]([C:14]1[CH:19]=[CH:18][CH:17]=[CH:16][CH:15]=1)[CH3:13])[C@H:3]([C:5]1[CH:6]=[C:7]([OH:11])[CH:8]=[CH:9][CH:10]=1)[CH3:4].[CH3:20][I:21].